Dataset: Catalyst prediction with 721,799 reactions and 888 catalyst types from USPTO. Task: Predict which catalyst facilitates the given reaction. (1) Reactant: [C:1]([C:3]1[CH:4]=[N:5][CH:6]=[C:7](B2OC(C)(C)C(C)(C)O2)[CH:8]=1)#[N:2].Br[C:19]1[CH:20]=[C:21]([C:26]2([C:37]3[CH:42]=[CH:41][N:40]=[C:39]([C:43]([F:46])([F:45])[F:44])[CH:38]=3)[C:34]3[C:29](=[C:30]([F:35])[CH:31]=[CH:32][CH:33]=3)[C:28]([NH2:36])=[N:27]2)[CH:22]=[CH:23][C:24]=1[F:25].[C:47](=[O:50])([O-])[O-:48].[K+].[K+]. Product: [F:44][C:43]([F:46])([F:45])[C:47]([OH:48])=[O:50].[NH2:36][C:28]1[C:29]2[C:34](=[CH:33][CH:32]=[CH:31][C:30]=2[F:35])[C:26]([C:21]2[CH:20]=[CH:19][C:24]([F:25])=[C:23]([C:7]3[CH:6]=[N:5][CH:4]=[C:3]([CH:8]=3)[C:1]#[N:2])[CH:22]=2)([C:37]2[CH:42]=[CH:41][N:40]=[C:39]([C:43]([F:46])([F:45])[F:44])[CH:38]=2)[N:27]=1. The catalyst class is: 431. (2) Reactant: [F:1][C:2]([F:54])([F:53])[C:3]1[CH:4]=[C:5]([CH:46]=[C:47]([C:49]([F:52])([F:51])[F:50])[CH:48]=1)[CH2:6][N:7]([C:29]1[N:34]=[CH:33][C:32]([C:35]2[CH:36]=[N:37][N:38](C3CCCCO3)[CH:39]=2)=[CH:31][N:30]=1)[C@@H:8]1[CH2:12][N:11]([C:13]2[C:18]([Cl:19])=[CH:17][N:16]=[C:15]([N:20]3[CH2:25][CH2:24][CH:23]([OH:26])[CH2:22][CH2:21]3)[N:14]=2)[C@H:10]([CH2:27][CH3:28])[CH2:9]1.Cl.CO.C([O-])(O)=O.[Na+]. Product: [F:54][C:2]([F:1])([F:53])[C:3]1[CH:4]=[C:5]([CH:46]=[C:47]([C:49]([F:50])([F:52])[F:51])[CH:48]=1)[CH2:6][N:7]([C:29]1[N:30]=[CH:31][C:32]([C:35]2[CH:39]=[N:38][NH:37][CH:36]=2)=[CH:33][N:34]=1)[C@@H:8]1[CH2:12][N:11]([C:13]2[C:18]([Cl:19])=[CH:17][N:16]=[C:15]([N:20]3[CH2:25][CH2:24][CH:23]([OH:26])[CH2:22][CH2:21]3)[N:14]=2)[C@H:10]([CH2:27][CH3:28])[CH2:9]1. The catalyst class is: 4. (3) Reactant: C1(C)C=CC=C(CC[O:9][C:10]([C:12]2[CH:20]=[C:19]([O:21][CH2:22][CH2:23][C:24]3[CH:25]=[C:26]([CH3:30])[CH:27]=[CH:28][CH:29]=3)[C:15]3[O:16][CH2:17][O:18][C:14]=3[CH:13]=2)=[O:11])C=1.[OH-].[Na+].C1COCC1.O. Product: [C:26]1([CH3:30])[CH:27]=[CH:28][CH:29]=[C:24]([CH2:23][CH2:22][O:21][C:19]2[C:15]3[O:16][CH2:17][O:18][C:14]=3[CH:13]=[C:12]([C:10]([OH:11])=[O:9])[CH:20]=2)[CH:25]=1. The catalyst class is: 5. (4) Reactant: Br[C:2]1[CH:14]=[CH:13][C:5]2[N:6]=[C:7]([NH:9][C:10](=[O:12])[CH3:11])[S:8][C:4]=2[CH:3]=1.CC([O-])=O.[K+].Cl[C:21]1[CH:22]=[CH:23][C:24]2[C:30](=[O:31])[NH:29][CH2:28][C:27](=[O:32])[NH:26][C:25]=2[CH:33]=1.C([O-])([O-])=O.[K+].[K+]. Product: [O:32]=[C:27]1[NH:26][C:25]2[CH:33]=[C:21]([C:2]3[CH:14]=[CH:13][C:5]4[N:6]=[C:7]([NH:9][C:10](=[O:12])[CH3:11])[S:8][C:4]=4[CH:3]=3)[CH:22]=[CH:23][C:24]=2[C:30](=[O:31])[NH:29][CH2:28]1. The catalyst class is: 3. (5) Product: [Si:23]([O:30][CH2:31][C:32]1[N:33]=[C:34]([C:38]2[CH:39]=[C:40]([CH:41]=[CH:42][CH:43]=2)[CH2:44][O:22][C:20]2[C:6]3[CH:7]=[C:8]([C:10]4[N:11]=[C:12]5[N:16]([CH:17]=4)[N:15]=[C:14]([O:18][CH3:19])[S:13]5)[O:9][C:5]=3[CH:4]=[C:3]([O:2][CH3:1])[CH:21]=2)[S:35][C:36]=1[CH3:37])([C:26]([CH3:29])([CH3:27])[CH3:28])([CH3:24])[CH3:25]. Reactant: [CH3:1][O:2][C:3]1[CH:4]=[C:5]2[O:9][C:8]([C:10]3[N:11]=[C:12]4[N:16]([CH:17]=3)[N:15]=[C:14]([O:18][CH3:19])[S:13]4)=[CH:7][C:6]2=[C:20]([OH:22])[CH:21]=1.[Si:23]([O:30][CH2:31][C:32]1[N:33]=[C:34]([C:38]2[CH:39]=[C:40]([CH2:44]O)[CH:41]=[CH:42][CH:43]=2)[S:35][C:36]=1[CH3:37])([C:26]([CH3:29])([CH3:28])[CH3:27])([CH3:25])[CH3:24].C(P(CCCC)CCCC)CCC.N(/C(N1CCCCC1)=O)=N\C(N1CCCCC1)=O. The catalyst class is: 7. (6) Reactant: [NH2:1][C:2]1[CH:7]=[CH:6][CH:5]=[CH:4][C:3]=1[C:8](=[O:19])[CH:9]=[CH:10][C:11]1[CH:18]=[CH:17][C:14]([C:15]#[N:16])=[CH:13][CH:12]=1.C(O)(=O)C.P(=O)(O)(O)O. Product: [O:19]=[C:8]1[C:3]2[C:2](=[CH:7][CH:6]=[CH:5][CH:4]=2)[NH:1][CH:10]([C:11]2[CH:12]=[CH:13][C:14]([C:15]#[N:16])=[CH:17][CH:18]=2)[CH2:9]1. The catalyst class is: 6.